This data is from Catalyst prediction with 721,799 reactions and 888 catalyst types from USPTO. The task is: Predict which catalyst facilitates the given reaction. (1) Reactant: [CH3:1][C:2]1([C:8]2[CH:13]=[CH:12][C:11]([C:14]([CH3:20])([CH3:19])[C:15]([F:18])([F:17])[F:16])=[CH:10][CH:9]=2)[CH2:4][CH:3]1[C:5](O)=[O:6].C(Cl)(=O)C(Cl)=O.Cl.Cl.[NH2:29][CH2:30][C:31]([C:33]1[N:34]([CH2:38][CH3:39])[CH:35]=[CH:36][N:37]=1)=[O:32].C(N(CC)CC)C. Product: [CH2:38]([N:34]1[CH:35]=[CH:36][N:37]=[C:33]1[C:31](=[O:32])[CH2:30][NH:29][C:5]([CH:3]1[CH2:4][C:2]1([CH3:1])[C:8]1[CH:13]=[CH:12][C:11]([C:14]([CH3:19])([CH3:20])[C:15]([F:18])([F:17])[F:16])=[CH:10][CH:9]=1)=[O:6])[CH3:39]. The catalyst class is: 120. (2) Reactant: [N:1]([C:4]1[O:8][C:7]([CH:9]=O)=[CH:6][CH:5]=1)=[N+]=[N-].[O:11]1[CH2:16][CH2:15][N:14]([CH2:17][CH:18]2[O:22][CH-:21][N:20]([NH2:23])[C:19]2=O)[CH2:13][CH2:12]1.Cl.C([OH:28])C. Product: [O:11]1[CH2:16][CH2:15][N:14]([CH2:17][CH:18]2[O:22][C:21](=[O:28])[N:20]([N:23]=[CH:9][C:7](=[O:8])[CH:6]=[CH:5][C:4]#[N:1])[CH2:19]2)[CH2:13][CH2:12]1. The catalyst class is: 40.